Dataset: Reaction yield outcomes from USPTO patents with 853,638 reactions. Task: Predict the reaction yield, written as a fraction of the theoretical maximum amount of product (1.0 means a 100% yield; for example, 0.34 means a 34% yield). (1) The reactants are O.C[Si]([Cl:6])(C)C.[CH3:7][N:8]([CH2:10][CH:11]1[CH2:17][CH2:16][CH:15]2[CH:13]([CH2:14]2)[C:12]1([C:19]1[CH:24]=[C:23]([OH:25])[CH:22]=[C:21]([F:26])[CH:20]=1)[OH:18])[CH3:9]. The catalyst is CC(=O)CC. The product is [ClH:6].[CH3:9][N:8]([CH2:10][CH:11]1[CH2:17][CH2:16][CH:15]2[CH:13]([CH2:14]2)[C:12]1([C:19]1[CH:24]=[C:23]([OH:25])[CH:22]=[C:21]([F:26])[CH:20]=1)[OH:18])[CH3:7]. The yield is 0.678. (2) The reactants are [C:1]([O:5][C:6]([NH:8][C@H:9]([C:16]([O:18][CH3:19])=[O:17])[CH2:10][CH2:11][C:12]([O:14][CH3:15])=[O:13])=[O:7])([CH3:4])([CH3:3])[CH3:2].[CH2:20](Br)[C:21]1[CH:26]=[CH:25][CH:24]=[CH:23][CH:22]=1. The catalyst is C1COCC1. The product is [CH2:20]([CH:11]([C:12]([O:14][CH3:15])=[O:13])[CH2:10][C@@H:9]([C:16]([O:18][CH3:19])=[O:17])[NH:8][C:6]([O:5][C:1]([CH3:4])([CH3:3])[CH3:2])=[O:7])[C:21]1[CH:26]=[CH:25][CH:24]=[CH:23][CH:22]=1. The yield is 0.650. (3) The reactants are [Br:1][C:2]1[C:3]([NH2:9])=[C:4]([NH2:8])[CH:5]=[N:6][CH:7]=1.[CH:10](OCC)(OCC)OCC. No catalyst specified. The product is [Br:1][C:2]1[C:3]2[NH:9][CH:10]=[N:8][C:4]=2[CH:5]=[N:6][CH:7]=1. The yield is 0.750. (4) The reactants are [CH3:1][O:2][C:3]1[CH:4]=[C:5]2[C:9](=[CH:10][C:11]=1[C:12]([F:15])([F:14])[F:13])[NH:8][CH:7]=[C:6]2[CH3:16].[H-].[Na+].I[CH3:20]. The catalyst is CN(C=O)C. The product is [CH3:1][O:2][C:3]1[CH:4]=[C:5]2[C:9](=[CH:10][C:11]=1[C:12]([F:15])([F:13])[F:14])[N:8]([CH3:20])[CH:7]=[C:6]2[CH3:16]. The yield is 0.750. (5) The reactants are [C:1]1([CH:7]2[C:16]3[O:15][C:14](=O)[NH:13][C:12](=[O:18])[C:11]=3[CH2:10][CH2:9][CH2:8]2)[CH:6]=[CH:5][CH:4]=[CH:3][CH:2]=1.[OH-].[NH4+:20]. No catalyst specified. The product is [C:1]1([CH:7]2[C:16]3[NH:20][C:14](=[O:15])[NH:13][C:12](=[O:18])[C:11]=3[CH2:10][CH2:9][CH2:8]2)[CH:6]=[CH:5][CH:4]=[CH:3][CH:2]=1. The yield is 1.00. (6) The reactants are [Cl:1][C:2]1[CH:6]=[N:5][N:4]([CH3:7])[C:3]=1[C:8]1[CH:9]=[C:10]([NH2:16])[CH:11]=[CH:12][C:13]=1[O:14][CH3:15].[CH:17]([C:20]1[CH:25]=[CH:24][C:23]([N:26]=[C:27]=[O:28])=[CH:22][CH:21]=1)([CH3:19])[CH3:18]. No catalyst specified. The product is [Cl:1][C:2]1[CH:6]=[N:5][N:4]([CH3:7])[C:3]=1[C:8]1[CH:9]=[C:10]([NH:16][C:27]([NH:26][C:23]2[CH:24]=[CH:25][C:20]([CH:17]([CH3:19])[CH3:18])=[CH:21][CH:22]=2)=[O:28])[CH:11]=[CH:12][C:13]=1[O:14][CH3:15]. The yield is 0.0200. (7) The reactants are Br[C:2]1[CH:10]=[C:9]2[C:5]([CH:6]=[CH:7][NH:8]2)=[CH:4][CH:3]=1.[CH3:11][C:12]1([CH3:28])[C:16]([CH3:18])([CH3:17])[O:15][B:14]([B:14]2[O:15][C:16]([CH3:18])([CH3:17])[C:12]([CH3:28])([CH3:11])[O:13]2)[O:13]1.CC([O-])=O.[K+]. The catalyst is C1C=CC(P(C2C=CC=CC=2)[C-]2C=CC=C2)=CC=1.C1C=CC(P(C2C=CC=CC=2)[C-]2C=CC=C2)=CC=1.Cl[Pd]Cl.[Fe+2].CN(C=O)C. The product is [CH3:11][C:12]1([CH3:28])[C:16]([CH3:18])([CH3:17])[O:15][B:14]([C:2]2[CH:10]=[C:9]3[C:5]([CH:6]=[CH:7][NH:8]3)=[CH:4][CH:3]=2)[O:13]1. The yield is 0.650. (8) The reactants are [C:1]1([NH:7][C:8]([C:10]2[CH:11]=[N:12][C:13]3[C:18]([C:19]=2[C:20]2[CH:25]=[CH:24][CH:23]=[CH:22][CH:21]=2)=[CH:17][CH:16]=[CH:15][C:14]=3[C:26]([F:29])([F:28])[F:27])=[O:9])[CH:6]=[CH:5][CH:4]=[CH:3][CH:2]=1.[H-].[Na+].[CH3:32]I. The catalyst is CN(C=O)C. The product is [CH3:32][N:7]([C:1]1[CH:2]=[CH:3][CH:4]=[CH:5][CH:6]=1)[C:8]([C:10]1[CH:11]=[N:12][C:13]2[C:18]([C:19]=1[C:20]1[CH:21]=[CH:22][CH:23]=[CH:24][CH:25]=1)=[CH:17][CH:16]=[CH:15][C:14]=2[C:26]([F:29])([F:27])[F:28])=[O:9]. The yield is 0.960. (9) The reactants are [F:1][C:2]1[CH:10]=[C:9]2[C:5]([C:6]([C:20]3[CH:21]=[N:22][NH:23][CH:24]=3)=[CH:7][N:8]2[S:11]([C:14]2[CH:19]=[CH:18][CH:17]=[CH:16][CH:15]=2)(=[O:13])=[O:12])=[CH:4][CH:3]=1.C([O-])([O-])=O.[Cs+].[Cs+].Cl[CH2:32][CH2:33][N:34]1[CH2:38][CH2:37][CH2:36][CH2:35]1. The catalyst is CN(C=O)C.[NH4+].[Cl-]. The product is [F:1][C:2]1[CH:10]=[C:9]2[C:5]([C:6]([C:20]3[CH:24]=[N:23][N:22]([CH2:32][CH2:33][N:34]4[CH2:38][CH2:37][CH2:36][CH2:35]4)[CH:21]=3)=[CH:7][N:8]2[S:11]([C:14]2[CH:15]=[CH:16][CH:17]=[CH:18][CH:19]=2)(=[O:12])=[O:13])=[CH:4][CH:3]=1. The yield is 0.980.